Dataset: Reaction yield outcomes from USPTO patents with 853,638 reactions. Task: Predict the reaction yield, written as a fraction of the theoretical maximum amount of product (1.0 means a 100% yield; for example, 0.34 means a 34% yield). (1) The reactants are [OH-].[K+].[CH2:3]([O:5][C:6](=[O:20])[CH:7]([CH2:13][C:14]1[CH:19]=[CH:18][CH:17]=[CH:16][CH:15]=1)[C:8](OCC)=O)[CH3:4]. The catalyst is C(O)C. The product is [CH2:8]=[C:7]([CH2:13][C:14]1[CH:15]=[CH:16][CH:17]=[CH:18][CH:19]=1)[C:6]([O:5][CH2:3][CH3:4])=[O:20]. The yield is 0.850. (2) The reactants are [Cl-].[NH4+].[CH3:3][C:4]1[C:9]([N+:10]([O-])=O)=[CH:8][CH:7]=[C:6]([N:13]2[CH:17]=[N:16][CH:15]=[N:14]2)[N:5]=1. The catalyst is C(OCC)(=O)C.[Zn]. The product is [CH3:3][C:4]1[C:9]([NH2:10])=[CH:8][CH:7]=[C:6]([N:13]2[CH:17]=[N:16][CH:15]=[N:14]2)[N:5]=1. The yield is 0.750. (3) The reactants are [CH2:1]([O:3][C:4]([C:6]1([C:20]([O:22][CH2:23][CH3:24])=[O:21])[CH2:11][CH2:10][C:9](OS(C(F)(F)F)(=O)=O)=[CH:8][CH2:7]1)=[O:5])[CH3:2].[Cl:25][C:26]1[CH:31]=[CH:30][C:29](OB(O)O)=[CH:28][CH:27]=1.P([O-])([O-])([O-])=O.[K+].[K+].[K+].C(C#C)(C)(C)C. The catalyst is C1C=CC(P(C2C=CC=CC=2)[C-]2C=CC=C2)=CC=1.C1C=CC(P(C2C=CC=CC=2)[C-]2C=CC=C2)=CC=1.Cl[Pd]Cl.[Fe+2].C(Cl)Cl.C(COC)OC.C(O)C. The product is [CH2:1]([O:3][C:4]([C:6]1([C:20]([O:22][CH2:23][CH3:24])=[O:21])[CH2:11][CH2:10][C:9]([C:29]2[CH:30]=[CH:31][C:26]([Cl:25])=[CH:27][CH:28]=2)=[CH:8][CH2:7]1)=[O:5])[CH3:2]. The yield is 0.760.